Task: Predict the reactants needed to synthesize the given product.. Dataset: Full USPTO retrosynthesis dataset with 1.9M reactions from patents (1976-2016) (1) The reactants are: Cl.[NH2:2][C:3]1[N:8]=[CH:7][C:6]([C:9]([O:11][CH3:12])=[O:10])=[CH:5][C:4]=1[O:13][C@@H:14]1[C:18]([F:20])([F:19])[CH2:17][NH:16][CH2:15]1.[F:21][C:22]([F:35])([F:34])[O:23][C:24]1[CH:29]=[CH:28][C:27]([CH2:30][C:31](O)=[O:32])=[CH:26][CH:25]=1.C(N(CC)CC)C.CN(C(ON1N=NC2C=CC=NC1=2)=[N+](C)C)C.F[P-](F)(F)(F)(F)F. Given the product [NH2:2][C:3]1[N:8]=[CH:7][C:6]([C:9]([O:11][CH3:12])=[O:10])=[CH:5][C:4]=1[O:13][C@@H:14]1[C:18]([F:20])([F:19])[CH2:17][N:16]([C:31](=[O:32])[CH2:30][C:27]2[CH:28]=[CH:29][C:24]([O:23][C:22]([F:34])([F:21])[F:35])=[CH:25][CH:26]=2)[CH2:15]1, predict the reactants needed to synthesize it. (2) Given the product [Cl:1][C:2]1[CH:3]=[C:4]([C:8]2[C:13]3[N:14]([CH2:26][C@H:27]4[CH2:28][CH2:29][C@H:30]([CH3:33])[CH2:31][CH2:32]4)[C:15]([N:17]4[CH2:21][C@H:20]([O:22][CH3:36])[CH2:19][C@H:18]4[CH:23]([CH3:24])[CH3:25])=[N:16][C:12]=3[CH:11]=[C:10]([C:34]#[N:35])[N:9]=2)[CH:5]=[N:6][CH:7]=1, predict the reactants needed to synthesize it. The reactants are: [Cl:1][C:2]1[CH:3]=[C:4]([C:8]2[C:13]3[N:14]([CH2:26][C@H:27]4[CH2:32][CH2:31][C@H:30]([CH3:33])[CH2:29][CH2:28]4)[C:15]([N:17]4[CH2:21][C@H:20]([OH:22])[CH2:19][C@H:18]4[CH:23]([CH3:25])[CH3:24])=[N:16][C:12]=3[CH:11]=[C:10]([C:34]#[N:35])[N:9]=2)[CH:5]=[N:6][CH:7]=1.[CH3:36]I.[H-].[Na+]. (3) Given the product [CH2:17]([Si:9]([CH3:16])([C:10]1[CH:15]=[CH:14][CH:13]=[CH:12][CH:11]=1)[CH:4]([NH:1][C:27](=[O:34])[C:28]1[CH:33]=[CH:32][CH:31]=[CH:30][CH:29]=1)[CH2:5][CH:6]([CH3:8])[CH3:7])[CH2:18][CH:19]=[CH2:20], predict the reactants needed to synthesize it. The reactants are: [N:1]([CH:4]([Si:9]([CH2:17][CH2:18][CH:19]=[CH2:20])([CH3:16])[C:10]1[CH:15]=[CH:14][CH:13]=[CH:12][CH:11]=1)[CH2:5][CH:6]([CH3:8])[CH3:7])=[N+]=[N-].[H-].[Al+3].[Li+].[H-].[H-].[H-].[C:27](Cl)(=[O:34])[C:28]1[CH:33]=[CH:32][CH:31]=[CH:30][CH:29]=1.